Dataset: Full USPTO retrosynthesis dataset with 1.9M reactions from patents (1976-2016). Task: Predict the reactants needed to synthesize the given product. Given the product [C:6]([C:5]1[CH:8]=[CH:9][C:2]([NH:1][C:13]2[C:18]([N+:19]([O-:21])=[O:20])=[CH:17][CH:16]=[C:15]([Cl:22])[N:14]=2)=[CH:3][CH:4]=1)#[N:7], predict the reactants needed to synthesize it. The reactants are: [NH2:1][C:2]1[CH:9]=[CH:8][C:5]([C:6]#[N:7])=[CH:4][CH:3]=1.[OH-].[Na+].Cl[C:13]1[C:18]([N+:19]([O-:21])=[O:20])=[CH:17][CH:16]=[C:15]([Cl:22])[N:14]=1.